From a dataset of Reaction yield outcomes from USPTO patents with 853,638 reactions. Predict the reaction yield, written as a fraction of the theoretical maximum amount of product (1.0 means a 100% yield; for example, 0.34 means a 34% yield). (1) The reactants are Cl.[CH3:2][O:3][CH2:4][C:5](=[NH:7])[NH2:6].C[O-].[Na+].[C:11]([C:13]1[CH:18]=[CH:17][CH:16]=[CH:15][C:14]=1[C:19]1[CH:24]=[CH:23][C:22]([CH2:25][CH:26]([C:31](=O)[CH2:32][CH2:33][CH2:34][CH3:35])[C:27](OC)=[O:28])=[CH:21][CH:20]=1)#[N:12]. The catalyst is CO.O1CCOCC1. The product is [CH2:32]([C:31]1[N:7]=[C:5]([CH2:4][O:3][CH3:2])[NH:6][C:27](=[O:28])[C:26]=1[CH2:25][C:22]1[CH:21]=[CH:20][C:19]([C:14]2[C:13]([C:11]#[N:12])=[CH:18][CH:17]=[CH:16][CH:15]=2)=[CH:24][CH:23]=1)[CH2:33][CH2:34][CH3:35]. The yield is 0.710. (2) The reactants are C[O:2][C:3]([C:5]1[CH:10]=[C:9]([Br:11])[C:8](=[O:12])[N:7]([CH3:13])[C:6]=1[NH:14][C:15]1[CH:20]=[CH:19][C:18]([Br:21])=[CH:17][C:16]=1[F:22])=[O:4].COC(C1C=CC(=O)N(C)C=1NC1C=CC(Br)=CC=1F)=O.BrN1C(=O)CCC1=O. The catalyst is CN(C=O)C. The product is [Br:11][C:9]1[C:8](=[O:12])[N:7]([CH3:13])[C:6]([NH:14][C:15]2[CH:20]=[CH:19][C:18]([Br:21])=[CH:17][C:16]=2[F:22])=[C:5]([C:3]([OH:4])=[O:2])[CH:10]=1. The yield is 0.850. (3) The reactants are [CH2:1]([O:8][C:9]([N:11]1[C@H:20]([C:21](O)=[O:22])[CH2:19][C:18]2[C:13](=[CH:14][CH:15]=[CH:16][CH:17]=2)[CH2:12]1)=[O:10])[C:2]1[CH:7]=[CH:6][CH:5]=[CH:4][CH:3]=1.ClC(N(C)C)=C(C)C.[CH3:32][O:33][CH2:34][C@@H:35]([NH:42][CH2:43][C:44]1([C:47]([O:49][CH3:50])=[O:48])[CH2:46][CH2:45]1)[C:36]1[CH:41]=[CH:40][CH:39]=[CH:38][CH:37]=1.CCN(C(C)C)C(C)C. The catalyst is ClCCCl.C(Cl)Cl. The product is [CH3:32][O:33][CH2:34][C@@H:35]([N:42]([CH2:43][C:44]1([C:47]([O:49][CH3:50])=[O:48])[CH2:45][CH2:46]1)[C:21]([C@@H:20]1[CH2:19][C:18]2[C:13](=[CH:14][CH:15]=[CH:16][CH:17]=2)[CH2:12][N:11]1[C:9]([O:8][CH2:1][C:2]1[CH:7]=[CH:6][CH:5]=[CH:4][CH:3]=1)=[O:10])=[O:22])[C:36]1[CH:41]=[CH:40][CH:39]=[CH:38][CH:37]=1. The yield is 0.710. (4) The yield is 0.160. The reactants are [Cl:1][C:2]1[CH:7]=[CH:6][CH:5]=[CH:4][C:3]=1[SH:8].[H-].[Na+].C([O:13][C:14]([C@@H:16]1[CH2:20][C@@H:19](OS(C)(=O)=O)[CH2:18][C@H:17]1[CH2:26][N:27]1[CH2:32][CH2:31][CH:30]([C:33]2[CH:38]=[CH:37][C:36]([F:39])=[CH:35][CH:34]=2)[CH2:29][CH2:28]1)=[O:15])C. The catalyst is O1CCCC1. The product is [Cl:1][C:2]1[CH:7]=[CH:6][CH:5]=[CH:4][C:3]=1[S:8][C@H:19]1[CH2:20][C@@H:16]([C:14]([OH:15])=[O:13])[C@H:17]([CH2:26][N:27]2[CH2:28][CH2:29][CH:30]([C:33]3[CH:34]=[CH:35][C:36]([F:39])=[CH:37][CH:38]=3)[CH2:31][CH2:32]2)[CH2:18]1. (5) The reactants are [OH-].[Na+].[Br:3][CH2:4][CH2:5][CH2:6]Br.[CH3:8][C:9]1([CH3:16])[O:13][C@@H:12]([CH2:14][OH:15])[CH2:11][O:10]1. The catalyst is C([N+](CCCC)(CCCC)CCCC)CCC.S([O-])(O)(=O)=O.O. The product is [Br:3][CH2:4][CH2:5][CH2:6][O:15][CH2:14][C@H:12]1[CH2:11][O:10][C:9]([CH3:16])([CH3:8])[O:13]1. The yield is 0.220. (6) The reactants are [CH2:1]([C:5]1[CH:10]=[CH:9][C:8]([C:11]#[C:12][C:13]2[CH:31]=[CH:30][C:16]([CH2:17][NH:18][C:19]3[CH:20]=[CH:21][C:22]([F:29])=[C:23]([CH:28]=3)[C:24]([O:26][CH3:27])=[O:25])=[CH:15][CH:14]=2)=[CH:7][CH:6]=1)[CH2:2][CH2:3][CH3:4].[CH3:32][C:33]([CH3:38])([CH3:37])[CH2:34][CH:35]=O.C(O[BH-](OC(=O)C)OC(=O)C)(=O)C.[Na+].ClCCl. The catalyst is ClCCCl. The product is [CH2:1]([C:5]1[CH:6]=[CH:7][C:8]([C:11]#[C:12][C:13]2[CH:14]=[CH:15][C:16]([CH2:17][N:18]([CH2:35][CH2:34][C:33]([CH3:38])([CH3:37])[CH3:32])[C:19]3[CH:20]=[CH:21][C:22]([F:29])=[C:23]([CH:28]=3)[C:24]([O:26][CH3:27])=[O:25])=[CH:30][CH:31]=2)=[CH:9][CH:10]=1)[CH2:2][CH2:3][CH3:4]. The yield is 0.560. (7) The reactants are [N:1]#[C:2][C@@H:3]([C:5]([O:7][CH2:8][CH3:9])=[O:6])[NH2:4].C(OC(O[CH2:18][CH3:19])OCC)C.[CH2:20]([NH2:22])C. The catalyst is CC#N.Cl.C(OCC)(=O)C. The product is [NH2:1][C:2]1[N:22]([CH2:18][CH3:19])[CH:20]=[N:4][C:3]=1[C:5]([O:7][CH2:8][CH3:9])=[O:6]. The yield is 0.360.